Dataset: Full USPTO retrosynthesis dataset with 1.9M reactions from patents (1976-2016). Task: Predict the reactants needed to synthesize the given product. (1) Given the product [NH2:25][C:24]1[S:23][C:21]2[CH:22]=[C:16]([O:15][CH2:5][CH2:6][CH2:7][CH2:8][CH2:9][CH2:10][CH2:11][CH2:12][CH2:13][CH3:14])[CH:17]=[CH:18][C:19]=2[N:20]=1, predict the reactants needed to synthesize it. The reactants are: C(O)(=O)C.[CH2:5]([O:15][C:16]1[CH:22]=[CH:21][C:19]([NH2:20])=[CH:18][CH:17]=1)[CH2:6][CH2:7][CH2:8][CH2:9][CH2:10][CH2:11][CH2:12][CH2:13][CH3:14].[S-:23][C:24]#[N:25].[K+].BrBr. (2) Given the product [CH3:1][O:2][C:3]1[C:12]2[C:11]3[S:13][CH:14]=[CH:15][C:10]=3[CH:9]=[C:8]([O:22][CH3:23])[C:7]=2[C:6]2[S:24][CH:25]=[CH:26][C:5]=2[CH:4]=1, predict the reactants needed to synthesize it. The reactants are: [CH3:1][O:2][C:3]1[C:12]2[C:7](=[C:8]([O:22][CH3:23])[CH:9]=[CH:10][C:11]=2[S:13][CH2:14][CH:15](OCC)OCC)[C:6]([S:24][CH2:25][CH:26](OCC)OCC)=[CH:5][CH:4]=1.ClCCl.